This data is from Cav3 T-type calcium channel HTS with 100,875 compounds. The task is: Binary Classification. Given a drug SMILES string, predict its activity (active/inactive) in a high-throughput screening assay against a specified biological target. (1) The molecule is O1CCN(CCCNC(=O)Cn2nc(c([N+]([O-])=O)c2C)C)CC1. The result is 0 (inactive). (2) The molecule is Clc1ccc(c2nc3n(nc(C(=O)Nc4c(n(n(c4=O)c4ccccc4)C)C)c3)c(c2)C(F)(F)F)cc1. The result is 0 (inactive). (3) The drug is S(=O)(=O)(N1CCN(CC1)C(=O)C)c1cc(ccc1)C(=O)Nc1sc2CCCCc2n1. The result is 0 (inactive). (4) The molecule is N1CCC(C2N(CCc3c2cccc3)C)CC1. The result is 0 (inactive). (5) The compound is Clc1c2n(c(SCCCCN3C(=O)c4c(C3=O)cccc4)nn2)cc(Cl)c1. The result is 0 (inactive). (6) The molecule is Brc1ccc(S(=O)(=O)N2CCn3c(nc4c3cccc4)C2)cc1. The result is 0 (inactive).